From a dataset of Experimentally validated miRNA-target interactions with 360,000+ pairs, plus equal number of negative samples. Binary Classification. Given a miRNA mature sequence and a target amino acid sequence, predict their likelihood of interaction. (1) The miRNA is hsa-miR-3664-5p with sequence AACUCUGUCUUCACUCAUGAGU. The protein sequence of the target gene is MAPSAWAICWLLGGLLLHGGSSGPSPGPSVPRLRLSYRDLLSANRSAIFLGPQGSLNLQAMYLDEYRDRLFLGGLDALYSLRLDQAWPDPREVLWPPQPGQREECVRKGRDPLTECANFVRVLQPHNRTHLLACGTGAFQPTCALITVGHRGEHVLHLEPGSVESGRGRCPHEPSRPFASTFIDGELYTGLTADFLGREAMIFRSGGPRPALRSDSDQSLLHDPRFVMAARIPENSDQDNDKVYFFFSETVPSPDGGSNHVTVSRVGRVCVNDAGGQRVLVNKWSTFLKARLVCSVPGPG.... Result: 0 (no interaction). (2) The miRNA is hsa-miR-1910-3p with sequence GAGGCAGAAGCAGGAUGACA. The protein sequence of the target gene is MMQGEAHPSASLIDRTIKMRKETEARKVVLAWGLLNVSMAGMIYTEMTGKLISSYYNVTYWPLWYIELALASLFSLNALFDFWRYFKYTVAPTSLVVSPGQQTLLGLKTAVVQTTPPHDLAATQIPPAPPSPSIQGQSVLSYSPSRSPSTSPKFTTSCMTGYSPQLQGLSSGGSGSYSPGVTYSPVSGYNKLASFSPSPPSPYPTTVGPVESSGLRSRYRSSPTVYNSPTDKEDYMTDLRTLDTFLRSEEEKQHRVKLGSPDSTSPSSSPTFWNYSRSMGDYAQTLKKFQYQLACRSQAP.... Result: 1 (interaction). (3) The miRNA is mmu-miR-18a-5p with sequence UAAGGUGCAUCUAGUGCAGAUAG. Result: 0 (no interaction). The protein sequence of the target gene is MALNVAPVRDTKWLTLEVCRQYQRGTCSRSDEECKFAHPPKSCQVENGRVIACFDSLKGRCSRENCKYLHPPTHLKTQLEINGRNNLIQQKTAAAMLAQQMQFMFPGTPLHPVPTFPVGPTIGTNAAISFAPYLAPVTPGVGLVPTEVLPTTPVIVPGSPPVTVPGSTATQKLLRTDKLEVCREFQRGNCARGETDCRFAHPADSTMIDTNDNTVTVCMDYIKGRCMREKCKYFHPPAHLQAKIKAAQHQANQAAVAAQAAAAAATVMTQSTAKALKRPLEATVDLAFPPGALHPLPKRQ.... (4) The miRNA is mmu-miR-1964-3p with sequence CCGACUUCUGGGCUCCGGCUUU. The protein sequence of the target gene is MEENMEEGQTQKGCFECCIKCLGGIPYASLIATILLYAGVALFCGCGHEALSGTVNILQTYFELARTAGDTLDVFTMIDIFKYVIYGIAAAFFVYGILLMVEGFFTTGAIKDLYGDFKITTCGRCVSAWFIMLTYLFMLAWLGVTAFTSLPVYMYFNVWTICRNTTLVEGANLCLDLRQFGIVTIGEEKKICTASENFLRMCESTELNMTFHLFIVALAGAGAAVIAMVHYLMVLSANWAYVKDACRMQKYEDIKSKEEQELHDIHSTRSKERLNAYT. Result: 0 (no interaction).